Task: Binary Classification. Given a drug SMILES string, predict its activity (active/inactive) in a high-throughput screening assay against a specified biological target.. Dataset: Cav3 T-type calcium channel HTS with 100,875 compounds The drug is Brc1ccc(C(Oc2c(C(=O)N3CCOCC3)cccc2)=O)cc1. The result is 0 (inactive).